Task: Predict the reaction yield, written as a fraction of the theoretical maximum amount of product (1.0 means a 100% yield; for example, 0.34 means a 34% yield).. Dataset: Reaction yield outcomes from USPTO patents with 853,638 reactions (1) The reactants are Cl[C:2]1[N:11]=[C:10]([NH:12][CH2:13][CH:14]([C:21]2[CH:26]=[CH:25][CH:24]=[CH:23][CH:22]=2)[C:15]2[CH:16]=[N:17][CH:18]=[CH:19][CH:20]=2)[C:9]2[C:4](=[CH:5][CH:6]=[CH:7][CH:8]=2)[N:3]=1.[CH3:27][N:28]1[C:36]2[C:31](=[CH:32][C:33](B(O)O)=[CH:34][CH:35]=2)[CH:30]=[CH:29]1.N1C=CN2C=C(C3N=C(NCC(C4C=CC=CC=4)C4NC=CC=4)C4C(=CC=CC=4)N=3)C=CC=12. The catalyst is C(Cl)Cl.CO. The product is [CH3:27][N:28]1[C:36]2[C:31](=[CH:32][C:33]([C:2]3[N:11]=[C:10]([NH:12][CH2:13][CH:14]([C:21]4[CH:26]=[CH:25][CH:24]=[CH:23][CH:22]=4)[C:15]4[CH:16]=[N:17][CH:18]=[CH:19][CH:20]=4)[C:9]4[C:4](=[CH:5][CH:6]=[CH:7][CH:8]=4)[N:3]=3)=[CH:34][CH:35]=2)[CH:30]=[CH:29]1. The yield is 0.520. (2) The reactants are [C:1]([CH2:9][NH:10][CH2:11][C:12]1[CH:13]=[C:14]([C:18]2[CH:23]=[CH:22][C:21]([CH2:24][C@H:25]([NH:31][C:32]([O:34][C:35]([CH3:38])([CH3:37])[CH3:36])=[O:33])[C:26]([O:28][CH2:29][CH3:30])=[O:27])=[CH:20][CH:19]=2)[CH:15]=[CH:16][CH:17]=1)(=[O:8])[C:2]1[CH:7]=[CH:6][CH:5]=[CH:4][CH:3]=1.C(OC(NC(C[C:52]1[CH:57]=[CH:56]C([C:52]2[CH:57]=[CH:56]C=[C:54](CNC)[CH:53]=2)=[CH:54][CH:53]=1)C(OC[C:52]1[CH:57]=[CH:56]C=[CH:54][CH:53]=1)=O)=O)(C)(C)C. No catalyst specified. The product is [C:1]([CH2:9][NH:10][CH2:11][C:12]1[CH:13]=[C:14]([C:18]2[CH:23]=[CH:22][C:21]([CH2:24][CH:25]([NH:31][C:32]([O:34][C:35]([CH3:37])([CH3:36])[CH3:38])=[O:33])[C:26]([O:28][CH2:29][C:30]3[CH:56]=[CH:57][CH:52]=[CH:53][CH:54]=3)=[O:27])=[CH:20][CH:19]=2)[CH:15]=[CH:16][CH:17]=1)(=[O:8])[C:2]1[CH:3]=[CH:4][CH:5]=[CH:6][CH:7]=1. The yield is 0.600. (3) The reactants are FC(F)(F)C(O)=O.C([O:12][C:13](=[O:60])[CH2:14][O:15][C:16]1[CH:17]=[C:18]([CH:57]=[CH:58][CH:59]=1)[C:19]([NH:21][C:22]1[C:23]([CH3:56])=[C:24]([C:31]([C:33]2[CH:34]=[CH:35][C:36]([NH:49][C:50](=[O:55])[C:51]([F:54])([F:53])[F:52])=[C:37]([CH:48]=2)[C:38]([O:40][CH2:41][C:42]2[CH:47]=[CH:46][CH:45]=[CH:44][CH:43]=2)=[O:39])=[O:32])[N:25]2[C:30]=1[CH:29]=[CH:28][CH:27]=[CH:26]2)=[O:20])(C)(C)C.C(OCC)C. The catalyst is ClCCl. The product is [CH2:41]([O:40][C:38]([C:37]1[CH:48]=[C:33]([CH:34]=[CH:35][C:36]=1[NH:49][C:50](=[O:55])[C:51]([F:54])([F:53])[F:52])[C:31]([C:24]1[N:25]2[C:30]([CH:29]=[CH:28][CH:27]=[CH:26]2)=[C:22]([NH:21][C:19]([C:18]2[CH:17]=[C:16]([CH:59]=[CH:58][CH:57]=2)[O:15][CH2:14][C:13]([OH:60])=[O:12])=[O:20])[C:23]=1[CH3:56])=[O:32])=[O:39])[C:42]1[CH:47]=[CH:46][CH:45]=[CH:44][CH:43]=1. The yield is 0.990. (4) The reactants are [C:1]([C:3]1[CH:8]=[CH:7][CH:6]=[CH:5][C:4]=1[C:9]1[CH:14]=[CH:13][C:12]([CH2:15][CH:16]([C:22](=O)[CH2:23][CH2:24][CH3:25])[C:17](OCC)=[O:18])=[CH:11][CH:10]=1)#[N:2].[O:27]1[CH2:32][CH2:31][CH:30]([NH:33][C:34]2[NH:38][CH:37]=[N:36][N:35]=2)[CH2:29][CH2:28]1. No catalyst specified. The product is [O:18]=[C:17]1[C:16]([CH2:15][C:12]2[CH:13]=[CH:14][C:9]([C:4]3[C:3]([C:1]#[N:2])=[CH:8][CH:7]=[CH:6][CH:5]=3)=[CH:10][CH:11]=2)=[C:22]([CH2:23][CH2:24][CH3:25])[N:35]2[N:36]=[CH:37][N:38]=[C:34]2[N:33]1[CH:30]1[CH2:29][CH2:28][O:27][CH2:32][CH2:31]1. The yield is 0.440. (5) The reactants are [N:1]([CH2:4][CH2:5][NH:6][C:7](=[O:21])[CH2:8][CH2:9][CH2:10][CH2:11][CH2:12][CH2:13][CH2:14][CH2:15][CH2:16][CH2:17]CCC)=[N+:2]=[N-:3].[CH2:22](C1C=CC(C(Cl)=O)=CC=1)[CH2:23]CCCC.N(CCN)=[N+]=[N-].C(N(CC)CC)C. The catalyst is ClCCl. The product is [N:1]([CH2:4][CH2:5][NH:6][C:7](=[O:21])[C:8]1[CH:9]=[CH:10][C:11]([CH2:12][CH2:13][CH2:14][CH2:15][CH2:16][CH3:17])=[CH:23][CH:22]=1)=[N+:2]=[N-:3]. The yield is 0.840.